From a dataset of TCR-epitope binding with 47,182 pairs between 192 epitopes and 23,139 TCRs. Binary Classification. Given a T-cell receptor sequence (or CDR3 region) and an epitope sequence, predict whether binding occurs between them. (1) The epitope is KPLEFGATSAAL. The TCR CDR3 sequence is CASSDPGTGADEQYF. Result: 1 (the TCR binds to the epitope). (2) The epitope is YLDAYNMMI. The TCR CDR3 sequence is CASSQEVGGRRGETQYF. Result: 1 (the TCR binds to the epitope). (3) The epitope is NLVPMVATV. The TCR CDR3 sequence is CATSLTTDTGELFF. Result: 1 (the TCR binds to the epitope). (4) The epitope is VLAWLYAAV. The TCR CDR3 sequence is CASSLAARPDEQFF. Result: 1 (the TCR binds to the epitope). (5) The epitope is KMQRMLLEK. The TCR CDR3 sequence is CASSFEGASVGIQYF. Result: 0 (the TCR does not bind to the epitope). (6) The epitope is ILGLPTQTV. The TCR CDR3 sequence is CASKIGGKNTEAFF. Result: 0 (the TCR does not bind to the epitope). (7) The epitope is LLFGYPVYV. The TCR CDR3 sequence is CASSERTSGVGEQFF. Result: 0 (the TCR does not bind to the epitope). (8) The epitope is RLRPGGKKR. The TCR CDR3 sequence is CSASPRGRHNEQFF. Result: 0 (the TCR does not bind to the epitope).